This data is from Catalyst prediction with 721,799 reactions and 888 catalyst types from USPTO. The task is: Predict which catalyst facilitates the given reaction. Reactant: [C:1]([O:5][C:6]([N:8]1[CH2:13][CH2:12][N:11]([C:14]2[CH:19]=[CH:18][C:17]([CH2:20][NH2:21])=[CH:16][CH:15]=2)[CH2:10][CH2:9]1)=[O:7])([CH3:4])([CH3:3])[CH3:2].[Cl:22][C:23]1[CH:28]=[C:27]([N+:29]([O-:31])=[O:30])[C:26]([O:32][CH3:33])=[CH:25][C:24]=1[CH:34]=[CH2:35].C1(C=CC(O)=CC=1)O. Product: [Cl:22][C:23]1[CH:28]=[C:27]([N+:29]([O-:31])=[O:30])[C:26]([O:32][CH3:33])=[CH:25][C:24]=1[CH2:34][CH2:35][NH:21][CH2:20][C:17]1[CH:16]=[CH:15][C:14]([N:11]2[CH2:10][CH2:9][N:8]([C:6]([O:5][C:1]([CH3:4])([CH3:2])[CH3:3])=[O:7])[CH2:13][CH2:12]2)=[CH:19][CH:18]=1. The catalyst class is: 32.